From a dataset of Reaction yield outcomes from USPTO patents with 853,638 reactions. Predict the reaction yield, written as a fraction of the theoretical maximum amount of product (1.0 means a 100% yield; for example, 0.34 means a 34% yield). (1) The reactants are [CH3:1][O:2][C:3]1[CH:8]=[CH:7][CH:6]=[CH:5][C:4]=1[C:9]1[O:10][C:11]2[CH:17]=[CH:16][C:15]([C:18]([OH:20])=O)=[CH:14][C:12]=2[CH:13]=1.[C:21]1([S:31]([NH2:34])(=[O:33])=[O:32])[C:22]([S:27]([NH2:30])(=[O:29])=[O:28])=[CH:23][CH:24]=[CH:25][CH:26]=1. The catalyst is CN(C)C1C=CN=CC=1.CN(C)C=O. The product is [CH3:1][O:2][C:3]1[CH:8]=[CH:7][CH:6]=[CH:5][C:4]=1[C:9]1[O:10][C:11]2[CH:17]=[CH:16][C:15]([C:18]([NH:34][S:31]([C:21]3[CH:26]=[CH:25][CH:24]=[CH:23][C:22]=3[S:27](=[O:29])(=[O:28])[NH2:30])(=[O:33])=[O:32])=[O:20])=[CH:14][C:12]=2[CH:13]=1. The yield is 0.830. (2) The reactants are [C:1]([O:4][C:5]1[CH:14]=[C:13]2[C:8]([C:9]([CH2:16][C:17]([OH:19])=[O:18])=[CH:10][C:11](=[O:15])[O:12]2)=[CH:7][CH:6]=1)(=[O:3])[CH3:2].[Cl:20][C:21]([Cl:25])([Cl:24])[CH2:22]O.C1(N=C=NC2CCCCC2)CCCCC1. The catalyst is ClCCl. The product is [C:1]([O:4][C:5]1[CH:14]=[C:13]2[C:8]([C:9]([CH2:16][C:17]([O:19][CH2:22][C:21]([Cl:25])([Cl:24])[Cl:20])=[O:18])=[CH:10][C:11](=[O:15])[O:12]2)=[CH:7][CH:6]=1)(=[O:3])[CH3:2]. The yield is 0.960.